This data is from Peptide-MHC class I binding affinity with 185,985 pairs from IEDB/IMGT. The task is: Regression. Given a peptide amino acid sequence and an MHC pseudo amino acid sequence, predict their binding affinity value. This is MHC class I binding data. (1) The peptide sequence is RAWGRRLMI. The MHC is HLA-A02:03 with pseudo-sequence HLA-A02:03. The binding affinity (normalized) is 0.241. (2) The peptide sequence is PVYISQFSY. The MHC is HLA-A31:01 with pseudo-sequence HLA-A31:01. The binding affinity (normalized) is 0.200. (3) The peptide sequence is LFDKDTFFK. The MHC is HLA-A03:01 with pseudo-sequence HLA-A03:01. The binding affinity (normalized) is 0.368. (4) The peptide sequence is CTDPPLLSV. The MHC is HLA-B08:01 with pseudo-sequence HLA-B08:01. The binding affinity (normalized) is 0.0847. (5) The peptide sequence is LTDNGYLLY. The MHC is HLA-A80:01 with pseudo-sequence HLA-A80:01. The binding affinity (normalized) is 0.764. (6) The peptide sequence is DLVKSSFVKK. The MHC is HLA-A31:01 with pseudo-sequence HLA-A31:01. The binding affinity (normalized) is 0.526. (7) The binding affinity (normalized) is 0. The MHC is HLA-A30:02 with pseudo-sequence HLA-A30:02. The peptide sequence is FFVYENAFL. (8) The peptide sequence is SQISNTEMY. The MHC is HLA-B44:02 with pseudo-sequence HLA-B44:02. The binding affinity (normalized) is 0.213.